Task: Predict which catalyst facilitates the given reaction.. Dataset: Catalyst prediction with 721,799 reactions and 888 catalyst types from USPTO (1) Reactant: [C:1]([O:5][C:6]([N:8]1[CH2:12][C@H:11]([F:13])[CH2:10][C@H:9]1[C:14]([OH:16])=O)=[O:7])([CH3:4])([CH3:3])[CH3:2].ClC(N(C)C)=C(C)C.Cl.[Cl:26][C:27]1[C:28]([C:33]2[C:34]([F:40])=[C:35]([CH:37]=[CH:38][CH:39]=2)[NH2:36])=[N:29][CH:30]=[CH:31][CH:32]=1.CCN(C(C)C)C(C)C. Product: [Cl:26][C:27]1[C:28]([C:33]2[C:34]([F:40])=[C:35]([NH:36][C:14]([C@@H:9]3[CH2:10][C@@H:11]([F:13])[CH2:12][N:8]3[C:6]([O:5][C:1]([CH3:2])([CH3:3])[CH3:4])=[O:7])=[O:16])[CH:37]=[CH:38][CH:39]=2)=[N:29][CH:30]=[CH:31][CH:32]=1. The catalyst class is: 34. (2) Reactant: [Cl:1][C:2]1[CH:7]=[CH:6][CH:5]=[CH:4][C:3]=1[S:8]([C@H:11]1[CH2:15][N:14](C(OC(C)(C)C)=O)[C@H:13]([C:23](=[O:30])[NH:24][C:25]2([C:28]#[N:29])[CH2:27][CH2:26]2)[CH2:12]1)(=[O:10])=[O:9]. Product: [Cl:1][C:2]1[CH:7]=[CH:6][CH:5]=[CH:4][C:3]=1[S:8]([C@H:11]1[CH2:15][NH:14][C@H:13]([C:23]([NH:24][C:25]2([C:28]#[N:29])[CH2:27][CH2:26]2)=[O:30])[CH2:12]1)(=[O:10])=[O:9]. The catalyst class is: 106. (3) Reactant: [Cl:1][C:2]1[CH:3]=[C:4]([C:8]#[C:9][C:10]2[N:11]=[C:12]([CH3:22])[N:13]([C:15]3[CH:20]=[CH:19][CH:18]=[C:17](F)[N:16]=3)[CH:14]=2)[CH:5]=[CH:6][CH:7]=1.[OH-:23].[K+]. Product: [Cl:1][C:2]1[CH:3]=[C:4]([C:8]#[C:9][C:10]2[N:11]=[C:12]([CH3:22])[N:13]([C:15]3[N:16]=[C:17]([OH:23])[CH:18]=[CH:19][CH:20]=3)[CH:14]=2)[CH:5]=[CH:6][CH:7]=1. The catalyst class is: 107. (4) Reactant: [CH2:1]1[C:4]2([CH2:8][CH:7]([C:9]([O:11]CC)=[O:10])[CH2:6][N:5]2[C:14]([O:16][C:17]([CH3:20])([CH3:19])[CH3:18])=[O:15])[CH2:3][O:2]1.O.[OH-].[Li+]. Product: [C:17]([O:16][C:14]([N:5]1[CH2:6][CH:7]([C:9]([OH:11])=[O:10])[CH2:8][C:4]21[CH2:3][O:2][CH2:1]2)=[O:15])([CH3:20])([CH3:18])[CH3:19]. The catalyst class is: 72. (5) Reactant: C([O:8][C:9]([C:11]1[CH:15]=[C:14]([Br:16])[S:13][C:12]=1[C:17]1[CH:22]=[CH:21][C:20]([C:23]2[CH:28]=[CH:27][C:26]([C:29]3([C:32]([O:34][CH2:35][CH3:36])=[O:33])[CH2:31][CH2:30]3)=[CH:25][CH:24]=2)=[CH:19][CH:18]=1)=[O:10])C1C=CC=CC=1.B(Br)(Br)Br.C(Cl)Cl. Product: [Br:16][C:14]1[S:13][C:12]([C:17]2[CH:18]=[CH:19][C:20]([C:23]3[CH:28]=[CH:27][C:26]([C:29]4([C:32]([O:34][CH2:35][CH3:36])=[O:33])[CH2:31][CH2:30]4)=[CH:25][CH:24]=3)=[CH:21][CH:22]=2)=[C:11]([C:9]([OH:10])=[O:8])[CH:15]=1. The catalyst class is: 2. (6) Reactant: [Br:1][C:2]1[CH:3]=[C:4]([CH:6]=[CH:7][CH:8]=1)[NH2:5].N1C=CC=CC=1.Cl[C:16]([O:18][CH3:19])=[O:17]. Product: [Br:1][C:2]1[CH:3]=[C:4]([NH:5][C:16](=[O:17])[O:18][CH3:19])[CH:6]=[CH:7][CH:8]=1. The catalyst class is: 2. (7) Reactant: [Br:1][C:2]1[C:3]([N:9]([CH:16]2[CH2:21][CH2:20][CH2:19][CH2:18][CH2:17]2)[C:10]2[CH:15]=[CH:14][CH:13]=[CH:12][CH:11]=2)=[N:4][C:5](Cl)=[N:6][CH:7]=1.[C:22]([O:26][C:27]([N:29]1[CH2:34][CH2:33][N:32]([C:35]2[CH:40]=[CH:39][C:38]([NH2:41])=[CH:37][CH:36]=2)[CH2:31][CH2:30]1)=[O:28])([CH3:25])([CH3:24])[CH3:23]. Product: [C:22]([O:26][C:27]([N:29]1[CH2:34][CH2:33][N:32]([C:35]2[CH:36]=[CH:37][C:38]([NH:41][C:5]3[N:4]=[C:3]([N:9]([CH:16]4[CH2:21][CH2:20][CH2:19][CH2:18][CH2:17]4)[C:10]4[CH:15]=[CH:14][CH:13]=[CH:12][CH:11]=4)[C:2]([Br:1])=[CH:7][N:6]=3)=[CH:39][CH:40]=2)[CH2:31][CH2:30]1)=[O:28])([CH3:25])([CH3:23])[CH3:24]. The catalyst class is: 155. (8) Reactant: [O:1]=[C:2]1[CH:7]=[CH:6][N:5]([C:8]2[CH:13]=[CH:12][CH:11]=[C:10]([C:14]([F:17])([F:16])[F:15])[CH:9]=2)[N:4]=[C:3]1[CH:18]=O.[CH3:20][NH2:21].[CH2:22]=[N:23][CH:24](S(C1C=CC(C)=CC=1)(=O)=O)[C:25]1[CH:30]=[CH:29][CH:28]=[CH:27][CH:26]=1.C([O-])([O-])=O.[K+].[K+]. Product: [CH3:20][N:21]1[C:18]([C:3]2[C:2](=[O:1])[CH:7]=[CH:6][N:5]([C:8]3[CH:13]=[CH:12][CH:11]=[C:10]([C:14]([F:17])([F:16])[F:15])[CH:9]=3)[N:4]=2)=[C:24]([C:25]2[CH:30]=[CH:29][CH:28]=[CH:27][CH:26]=2)[N:23]=[CH:22]1. The catalyst class is: 18. (9) Reactant: [NH2:1][C:2]1[N:7]=[CH:6][N:5]=[C:4]2[N:8]([CH:32]3[CH2:37][CH2:36][NH:35][CH2:34][CH2:33]3)[N:9]=[C:10]([C:11]3[CH:16]=[CH:15][C:14]([NH:17][C:18]([C:20]4[N:21]([CH3:29])[C:22]5[C:27]([CH:28]=4)=[CH:26][CH:25]=[CH:24][CH:23]=5)=[O:19])=[C:13]([O:30][CH3:31])[CH:12]=3)[C:3]=12.[CH3:38][C:39]1[NH:40][CH:41]=[C:42]([CH:44]=O)[N:43]=1.C(O[BH-](OC(=O)C)OC(=O)C)(=O)C.[Na+].C(O)(=O)C.C(=O)(O)[O-].[Na+]. Product: [NH2:1][C:2]1[N:7]=[CH:6][N:5]=[C:4]2[N:8]([CH:32]3[CH2:37][CH2:36][N:35]([CH2:44][C:42]4[N:43]=[C:39]([CH3:38])[NH:40][CH:41]=4)[CH2:34][CH2:33]3)[N:9]=[C:10]([C:11]3[CH:16]=[CH:15][C:14]([NH:17][C:18]([C:20]4[N:21]([CH3:29])[C:22]5[C:27]([CH:28]=4)=[CH:26][CH:25]=[CH:24][CH:23]=5)=[O:19])=[C:13]([O:30][CH3:31])[CH:12]=3)[C:3]=12. The catalyst class is: 26. (10) Reactant: C(O)(C(F)(F)F)=O.[CH:8]([N:11]1[CH2:16][CH2:15][N:14](C(OC(C)(C)C)=O)[CH2:13][CH2:12]1)([CH3:10])[CH3:9]. Product: [CH:8]([N:11]1[CH2:16][CH2:15][NH:14][CH2:13][CH2:12]1)([CH3:10])[CH3:9]. The catalyst class is: 2.